Predict the reactants needed to synthesize the given product. From a dataset of Full USPTO retrosynthesis dataset with 1.9M reactions from patents (1976-2016). (1) The reactants are: [CH2:1]([O:3][C:4](=[O:15])[C:5]1[CH:10]=[CH:9][C:8]([NH2:11])=[C:7]([N+:12]([O-:14])=[O:13])[CH:6]=1)[CH3:2].C(N(CC)CC)C.CN(C1C=CC=CN=1)C.[C:32](O[C:32]([O:34][C:35]([CH3:38])([CH3:37])[CH3:36])=[O:33])([O:34][C:35]([CH3:38])([CH3:37])[CH3:36])=[O:33]. Given the product [CH2:1]([O:3][C:4](=[O:15])[C:5]1[CH:10]=[CH:9][C:8]([NH:11][C:32]([O:34][C:35]([CH3:38])([CH3:37])[CH3:36])=[O:33])=[C:7]([N+:12]([O-:14])=[O:13])[CH:6]=1)[CH3:2], predict the reactants needed to synthesize it. (2) Given the product [F:20][CH:16]([F:21])[O:1][C:2]1[CH:3]=[C:4]([CH:9]=[C:10]([N+:12]([O-:14])=[O:13])[CH:11]=1)[C:5]([O:7][CH3:8])=[O:6], predict the reactants needed to synthesize it. The reactants are: [OH:1][C:2]1[CH:3]=[C:4]([CH:9]=[C:10]([N+:12]([O-:14])=[O:13])[CH:11]=1)[C:5]([O:7][CH3:8])=[O:6].Cl[C:16]([F:21])([F:20])C([O-])=O.[Na+].C([O-])([O-])=O.[Na+].[Na+].O. (3) Given the product [Cl:1][C:2]1[C:7]([Cl:8])=[CH:6][C:5]([CH:9]([OH:11])[CH3:10])=[C:4]([O:12][CH3:13])[C:3]=1[I:14], predict the reactants needed to synthesize it. The reactants are: [Cl:1][C:2]1[C:7]([Cl:8])=[CH:6][C:5]([C:9](=[O:11])[CH3:10])=[C:4]([O:12][CH3:13])[C:3]=1[I:14].[BH4-].[Na+].